This data is from HIV replication inhibition screening data with 41,000+ compounds from the AIDS Antiviral Screen. The task is: Binary Classification. Given a drug SMILES string, predict its activity (active/inactive) in a high-throughput screening assay against a specified biological target. (1) The compound is C=C1C(=O)OC2C1CCC(C)=C1C=CC(=O)C12C. The result is 0 (inactive). (2) The compound is C=C1C(=O)OC2C1CC1OC2C(C)CCCC(C)C2CCC1(C)O2. The result is 0 (inactive). (3) The drug is S=C(Cc1ccc2c(c1)Sc1ccccc1O2)N1CCOCC1. The result is 0 (inactive). (4) The drug is COc1ccc(C2=Nc3c(O)nc(OC)nc3NC(c3ccccc3)C2)cc1. The result is 0 (inactive).